Dataset: Full USPTO retrosynthesis dataset with 1.9M reactions from patents (1976-2016). Task: Predict the reactants needed to synthesize the given product. (1) The reactants are: [F:1][C:2]([F:14])([F:13])[S:3]([C:6]1[CH:11]=[CH:10][C:9]([OH:12])=[CH:8][CH:7]=1)(=[O:5])=[O:4].[C:15](OC(=O)C)(=[O:17])[CH3:16].N1C=CC=CC=1. Given the product [C:15]([O:12][C:9]1[CH:8]=[CH:7][C:6]([S:3]([C:2]([F:13])([F:1])[F:14])(=[O:4])=[O:5])=[CH:11][CH:10]=1)(=[O:17])[CH3:16], predict the reactants needed to synthesize it. (2) Given the product [CH2:1]([O:3][C:4]([N:6]1[C:15]2[C:10](=[CH:11][C:12]([O:18][CH3:19])=[C:13]([O:16][CH3:17])[CH:14]=2)[C:9](=[N:23][NH2:24])[CH2:8][CH:7]1[CH3:21])=[O:5])[CH3:2], predict the reactants needed to synthesize it. The reactants are: [CH2:1]([O:3][C:4]([N:6]1[C:15]2[C:10](=[CH:11][C:12]([O:18][CH3:19])=[C:13]([O:16][CH3:17])[CH:14]=2)[C:9](=O)[CH2:8][CH:7]1[CH3:21])=[O:5])[CH3:2].O.[NH2:23][NH2:24]. (3) Given the product [CH3:26][O:21][C:18]([C:9]1[C:10]([SH:15])=[N:11][C:12]2[CH2:13][CH2:14][CH:5]([C:1]([CH3:4])([CH3:3])[CH3:2])[CH2:6][C:7]=2[CH:8]=1)=[O:19], predict the reactants needed to synthesize it. The reactants are: [C:1]([CH:5]1[CH2:14][CH2:13][C:12]2[N:11]=[C:10]([SH:15])[C:9](C#N)=[CH:8][C:7]=2[CH2:6]1)([CH3:4])([CH3:3])[CH3:2].[C:18]([O-:21])([O-])=[O:19].[K+].[K+].IC.[CH2:26](P(CCCC)CCCC)CCC. (4) Given the product [C:1]1([CH:23]2[CH2:22][C:21](=[O:27])[NH:25][C:24]2=[O:26])[C:10]2[C:5](=[CH:6][CH:7]=[CH:8][CH:9]=2)[CH:4]=[CH:3][CH:2]=1, predict the reactants needed to synthesize it. The reactants are: [C:1]1(B(O)O)[C:10]2[C:5](=[CH:6][CH:7]=[CH:8][CH:9]=2)[CH:4]=[CH:3][CH:2]=1.CCN(CC)CC.[C:21]1(=[O:27])[NH:25][C:24](=[O:26])[CH:23]=[CH:22]1. (5) Given the product [Br:11][C:8]1[CH:9]=[CH:10][C:5]2[O:4][C:3]3[C:12](=[O:13])[NH:14][C:33]([C:32]4[CH:35]=[CH:36][CH:37]=[CH:38][C:31]=4[CH2:29][CH3:30])=[N:1][C:2]=3[C:6]=2[CH:7]=1, predict the reactants needed to synthesize it. The reactants are: [NH2:1][C:2]1[C:6]2[CH:7]=[C:8]([Br:11])[CH:9]=[CH:10][C:5]=2[O:4][C:3]=1[C:12]([NH2:14])=[O:13].NC1C2C=C(Cl)C=CC=2OC=1C(N)=O.[CH2:29]([C:31]1[CH:38]=[CH:37][CH:36]=[CH:35][C:32]=1[CH:33]=O)[CH3:30].ClC1C=CC=CC=1C=O.